Task: Predict the product of the given reaction.. Dataset: Forward reaction prediction with 1.9M reactions from USPTO patents (1976-2016) (1) Given the reactants [C:1]([C:7]1[C:15]2[C:10](=[N:11][CH:12]=[C:13]([NH:16][C:17]3[CH:24]=[CH:23][C:20]([CH:21]=O)=[CH:19][CH:18]=3)[N:14]=2)[N:9]([CH2:25][O:26][CH2:27][CH2:28][Si:29]([CH3:32])([CH3:31])[CH3:30])[CH:8]=1)(=[O:6])[C:2]([CH3:5])([CH3:4])[CH3:3].[N:33]1([CH2:38][C:39]#[N:40])[CH:37]=[N:36][CH:35]=[N:34]1.N1CCCCC1.C(OCC)(=O)C.CCCCCC, predict the reaction product. The product is: [C:1]([C:7]1[C:15]2[C:10](=[N:11][CH:12]=[C:13]([NH:16][C:17]3[CH:18]=[CH:19][C:20]([CH:21]=[C:38]([N:33]4[CH:37]=[N:36][CH:35]=[N:34]4)[C:39]#[N:40])=[CH:23][CH:24]=3)[N:14]=2)[N:9]([CH2:25][O:26][CH2:27][CH2:28][Si:29]([CH3:32])([CH3:30])[CH3:31])[CH:8]=1)(=[O:6])[C:2]([CH3:3])([CH3:4])[CH3:5]. (2) Given the reactants [C:1]([O:5][C:6]([N:8]1[CH2:13][CH2:12][CH:11]([N:14]2[C:22]3[C:17](=[CH:18][CH:19]=[C:20]([Cl:23])[CH:21]=3)[CH2:16][CH2:15]2)[CH2:10][CH2:9]1)=[O:7])([CH3:4])([CH3:3])[CH3:2].C(C1C(=O)C(Cl)=C(Cl)C(=O)C=1C#N)#N, predict the reaction product. The product is: [C:1]([O:5][C:6]([N:8]1[CH2:9][CH2:10][CH:11]([N:14]2[C:22]3[C:17](=[CH:18][CH:19]=[C:20]([Cl:23])[CH:21]=3)[CH:16]=[CH:15]2)[CH2:12][CH2:13]1)=[O:7])([CH3:4])([CH3:2])[CH3:3]. (3) Given the reactants CN.C1COCC1.[CH2:8]([N:10](CC)CC)C.[C:15](O[C:15]([O:17][C:18]([CH3:21])([CH3:20])[CH3:19])=[O:16])([O:17][C:18]([CH3:21])([CH3:20])[CH3:19])=[O:16], predict the reaction product. The product is: [C:18]([O:17][C:15](=[O:16])[NH:10][CH3:8])([CH3:21])([CH3:20])[CH3:19]. (4) Given the reactants [NH2:1][C:2]1[CH:10]=[C:9]([C:11]2[CH2:15][C:14]([C:20]3[CH:25]=[C:24]([Cl:26])[CH:23]=[C:22]([Cl:27])[CH:21]=3)([C:16]([F:19])([F:18])[F:17])[O:13][N:12]=2)[CH:8]=[CH:7][C:3]=1[C:4]([NH2:6])=[O:5].C(N(CC)CC)C.[C:35](Cl)(=[O:37])[CH3:36].C(OCC)(=O)C, predict the reaction product. The product is: [C:35]([NH:1][C:2]1[CH:10]=[C:9]([C:11]2[CH2:15][C:14]([C:20]3[CH:25]=[C:24]([Cl:26])[CH:23]=[C:22]([Cl:27])[CH:21]=3)([C:16]([F:19])([F:18])[F:17])[O:13][N:12]=2)[CH:8]=[CH:7][C:3]=1[C:4]([NH2:6])=[O:5])(=[O:37])[CH3:36]. (5) Given the reactants [NH:1]1[CH:5]=[CH:4][N:3]=[CH:2]1.[CH3:6][O:7][C:8]([C:10]1(Cl)[C:14](=[O:15])[CH:13]=[CH:12][S:11]1)=[O:9], predict the reaction product. The product is: [CH3:6][O:7][C:8]([C:10]1[S:11][C:12]([N:1]2[CH:5]=[CH:4][N:3]=[CH:2]2)=[CH:13][C:14]=1[OH:15])=[O:9]. (6) Given the reactants [Cl:1][C:2]1[CH:3]=[C:4]([C@H:8]2OS(=O)(=O)[N:10]([CH:15]([CH3:17])[CH3:16])[C@@H:9]2[C:18]2[CH:23]=[CH:22][C:21]([Cl:24])=[CH:20][CH:19]=2)[CH:5]=[CH:6][CH:7]=1.[O:25]=[C:26]1[NH:30][C@H:29]([C:31]([O:33][CH3:34])=[O:32])[CH2:28][CH2:27]1, predict the reaction product. The product is: [Cl:1][C:2]1[CH:3]=[C:4]([C@H:8]([N:30]2[C:26](=[O:25])[CH2:27][CH2:28][C@H:29]2[C:31]([O:33][CH3:34])=[O:32])[C@@H:9]([C:18]2[CH:23]=[CH:22][C:21]([Cl:24])=[CH:20][CH:19]=2)[NH:10][CH:15]([CH3:17])[CH3:16])[CH:5]=[CH:6][CH:7]=1. (7) Given the reactants [C:1]([Cu])#[N:2].Br[C:5]1[CH:6]=[N:7][CH:8]=[C:9]([CH:14]=1)[C:10]([O:12][CH3:13])=[O:11], predict the reaction product. The product is: [CH3:13][O:12][C:10](=[O:11])[C:9]1[CH:14]=[C:5]([C:1]#[N:2])[CH:6]=[N:7][CH:8]=1. (8) Given the reactants [Cl:1][C:2]1[CH:7]=[CH:6][C:5]2[N:8]([CH2:19][CH2:20][CH2:21][CH2:22][CH2:23][CH:24]3[CH2:29][CH2:28][CH2:27][CH2:26][CH2:25]3)[C:9]3[CH:10]=[N:11][C:12]4[C:17]([C:18]=3[C:4]=2[CH:3]=1)=[CH:16][CH:15]=[CH:14][CH:13]=4.[CH3:30][I:31], predict the reaction product. The product is: [I-:31].[Cl:1][C:2]1[CH:7]=[CH:6][C:5]2[N:8]([CH2:19][CH2:20][CH2:21][CH2:22][CH2:23][CH:24]3[CH2:25][CH2:26][CH2:27][CH2:28][CH2:29]3)[C:9]3[CH:10]=[N+:11]([CH3:30])[C:12]4[C:17]([C:18]=3[C:4]=2[CH:3]=1)=[CH:16][CH:15]=[CH:14][CH:13]=4.